From a dataset of Forward reaction prediction with 1.9M reactions from USPTO patents (1976-2016). Predict the product of the given reaction. (1) The product is: [F:44][C:43]([F:46])([F:45])[S:40]([O:1][C:2]1[CH:11]=[CH:10][C:9]2[NH:8][C:7](=[O:12])[C:6]3[S:13][CH:14]=[CH:15][C:5]=3[C:4]=2[C:3]=1[C:16]1[CH:30]=[CH:29][C:19]([CH2:20][NH:21][C:22]([O:23][C:24]([CH3:26])([CH3:27])[CH3:25])=[O:28])=[CH:18][CH:17]=1)(=[O:42])=[O:41]. Given the reactants [OH:1][C:2]1[CH:11]=[CH:10][C:9]2[NH:8][C:7](=[O:12])[C:6]3[S:13][CH:14]=[CH:15][C:5]=3[C:4]=2[C:3]=1[C:16]1[CH:30]=[CH:29][C:19]([CH2:20][NH:21][C:22](=[O:28])[O:23][C:24]([CH3:27])([CH3:26])[CH3:25])=[CH:18][CH:17]=1.[H-].[Na+].C1C=CC(N([S:40]([C:43]([F:46])([F:45])[F:44])(=[O:42])=[O:41])[S:40]([C:43]([F:46])([F:45])[F:44])(=[O:42])=[O:41])=CC=1, predict the reaction product. (2) Given the reactants [CH3:1][C:2]1([CH3:24])[C:6]([C:7]2[CH:12]=[C:11]([CH2:13]O)[CH:10]=[CH:9][C:8]=2[C:15]2[CH:20]=[C:19]([O:21][CH3:22])[CH:18]=[CH:17][C:16]=2[F:23])=[CH:5][CH2:4][CH2:3]1.CN(C=O)C.S(Cl)([Cl:32])=O, predict the reaction product. The product is: [Cl:32][CH2:13][C:11]1[CH:10]=[CH:9][C:8]([C:15]2[CH:20]=[C:19]([O:21][CH3:22])[CH:18]=[CH:17][C:16]=2[F:23])=[C:7]([C:6]2[C:2]([CH3:24])([CH3:1])[CH2:3][CH2:4][CH:5]=2)[CH:12]=1. (3) Given the reactants [C:1]([C:5]1[CH:11]=[CH:10][C:8](N)=[CH:7][C:6]=1[Cl:12])([CH3:4])([CH3:3])[CH3:2].[N:13]([O-:15])=[O:14].[Na+].NC(N)=O, predict the reaction product. The product is: [C:1]([C:5]1[CH:11]=[CH:10][C:8]([N+:13]([O-:15])=[O:14])=[CH:7][C:6]=1[Cl:12])([CH3:4])([CH3:2])[CH3:3]. (4) Given the reactants [Br:1][C:2]1[CH:3]=[C:4]([OH:9])[CH:5]=[C:6]([Br:8])[CH:7]=1.BrC[CH2:12][CH2:13][O:14][CH3:15].C(=O)([O-])[O-].[Cs+].[Cs+], predict the reaction product. The product is: [Br:1][C:2]1[CH:3]=[C:4]([O:9][CH2:12][CH2:13][O:14][CH3:15])[CH:5]=[C:6]([Br:8])[CH:7]=1. (5) Given the reactants C([NH:8][CH2:9][CH2:10][S:11][CH2:12][C:13]1[CH:18]=[CH:17][CH:16]=[CH:15][CH:14]=1)(OC(C)(C)C)=O.[C:19]([OH:25])([C:21]([F:24])([F:23])[F:22])=[O:20], predict the reaction product. The product is: [F:22][C:21]([F:24])([F:23])[C:19]([O-:25])=[O:20].[CH2:12]([S:11][CH2:10][CH2:9][NH3+:8])[C:13]1[CH:18]=[CH:17][CH:16]=[CH:15][CH:14]=1. (6) Given the reactants [CH2:1]([CH2:11][C:12](=O)[CH3:13])[C:2]1[CH:10]=[CH:9][C:7]([OH:8])=[C:4]([O:5][CH3:6])[CH:3]=1.[F:15][C:16]([F:26])([F:25])[C:17]1[CH:24]=[CH:23][C:20]([CH2:21][NH2:22])=[CH:19][CH:18]=1.O, predict the reaction product. The product is: [F:15][C:16]([F:25])([F:26])[C:17]1[CH:24]=[CH:23][C:20]([CH2:21][NH:22][CH:12]([CH3:13])[CH2:11][CH2:1][C:2]2[CH:10]=[CH:9][C:7]([OH:8])=[C:4]([O:5][CH3:6])[CH:3]=2)=[CH:19][CH:18]=1. (7) Given the reactants [Br:1][C:2]1[CH:6]=[CH:5][S:4][C:3]=1[CH:7]=[O:8].[CH2:9](O)[CH2:10][OH:11].C1C=CC=CC=1.C1(C)C=CC(S(O)(=O)=O)=CC=1, predict the reaction product. The product is: [Br:1][C:2]1[CH:6]=[CH:5][S:4][C:3]=1[CH:7]1[O:11][CH2:10][CH2:9][O:8]1. (8) The product is: [OH:35][C@@H:33]([CH3:34])[C:31]([N:1]1[CH2:2][CH2:3][CH:4]([NH:7][C:8]([C:10]2[C:14]3[N:15]=[CH:16][N:17]=[C:18]([C:19]4[CH:24]=[CH:23][CH:22]=[CH:21][C:20]=4[O:25][CH2:26][CH:27]4[CH2:28][CH2:29]4)[C:13]=3[NH:12][CH:11]=2)=[O:9])[CH2:5][CH2:6]1)=[O:32]. Given the reactants [NH:1]1[CH2:6][CH2:5][CH:4]([NH:7][C:8]([C:10]2[C:14]3[N:15]=[CH:16][N:17]=[C:18]([C:19]4[CH:24]=[CH:23][CH:22]=[CH:21][C:20]=4[O:25][CH2:26][CH:27]4[CH2:29][CH2:28]4)[C:13]=3[NH:12][CH:11]=2)=[O:9])[CH2:3][CH2:2]1.Cl[C:31]([C@@H:33]([O:35]C(=O)C)[CH3:34])=[O:32], predict the reaction product. (9) Given the reactants [P:1]([O-:16])([O:9][C:10]1[CH:15]=[CH:14][CH:13]=[CH:12][CH:11]=1)[O:2][C:3]1[CH:8]=[CH:7][CH:6]=[CH:5][CH:4]=1.C1(C)C(C)=CC=CC=1.[CH3:25][C:26](=[O:29])[CH2:27][CH3:28], predict the reaction product. The product is: [CH3:3][OH:2].[O:2]([P:1]([C:26]([OH:29])([CH2:27][CH3:28])[CH3:25])([O:9][C:10]1[CH:15]=[CH:14][CH:13]=[CH:12][CH:11]=1)=[O:16])[C:3]1[CH:4]=[CH:5][CH:6]=[CH:7][CH:8]=1.